From a dataset of Full USPTO retrosynthesis dataset with 1.9M reactions from patents (1976-2016). Predict the reactants needed to synthesize the given product. (1) Given the product [I:3][C:4]1[N:5]=[CH:6][N:7]=[C:8]([C:22]([C:14]2[CH:13]=[C:12]([CH3:11])[C:17]3[O:18][CH2:19][CH2:20][O:21][C:16]=3[CH:15]=2)=[O:23])[CH:9]=1, predict the reactants needed to synthesize it. The reactants are: [H-].[Na+].[I:3][C:4]1[CH:9]=[C:8](I)[N:7]=[CH:6][N:5]=1.[CH3:11][C:12]1[C:17]2[O:18][CH2:19][CH2:20][O:21][C:16]=2[CH:15]=[C:14]([CH:22]=[O:23])[CH:13]=1.[Cl-].C[N+]1C=CN(C)C=1. (2) Given the product [C:1]([O:5][C:6](=[O:7])[NH:8][CH:9]([C:14]1[CH:19]=[CH:18][C:17]([O:20][C:21]([F:24])([F:23])[F:22])=[CH:16][CH:15]=1)[CH2:10][C:11]([NH2:26])=[O:12])([CH3:4])([CH3:3])[CH3:2], predict the reactants needed to synthesize it. The reactants are: [C:1]([O:5][C:6]([NH:8][CH:9]([C:14]1[CH:19]=[CH:18][C:17]([O:20][C:21]([F:24])([F:23])[F:22])=[CH:16][CH:15]=1)[CH2:10][C:11](O)=[O:12])=[O:7])([CH3:4])([CH3:3])[CH3:2].[NH4+].[N:26]1(O)C2C=CC=CC=2N=N1.Cl.CN(C)CCCN=C=NCC.O. (3) Given the product [C:17]([NH:21][Si:2]([CH:5]1[C:13]2[C:8](=[CH:9][CH:10]=[CH:11][CH:12]=2)[CH:7]=[C:6]1[CH:14]1[CH2:16][CH2:15]1)([CH3:4])[CH3:3])([CH3:20])([CH3:19])[CH3:18], predict the reactants needed to synthesize it. The reactants are: Cl[Si:2]([CH:5]1[C:13]2[C:8](=[CH:9][CH:10]=[CH:11][CH:12]=2)[CH:7]=[C:6]1[CH:14]1[CH2:16][CH2:15]1)([CH3:4])[CH3:3].[C:17]([NH2:21])([CH3:20])([CH3:19])[CH3:18].